From a dataset of Full USPTO retrosynthesis dataset with 1.9M reactions from patents (1976-2016). Predict the reactants needed to synthesize the given product. (1) Given the product [F:1][C:2]1[CH:9]=[CH:8][C:5]([CH:6]2[N:10]([C:11]3[N:12]=[N:13][C:14]([CH3:17])=[CH:15][CH:16]=3)[C:21](=[O:36])[C:22]([OH:35])=[C:23]2[C:24](=[O:25])[C:26]2[CH:27]=[CH:28][C:29]([CH:32]([CH3:33])[CH3:34])=[CH:30][CH:31]=2)=[CH:4][CH:3]=1, predict the reactants needed to synthesize it. The reactants are: [F:1][C:2]1[CH:9]=[CH:8][C:5]([CH:6]=O)=[CH:4][CH:3]=1.[NH2:10][C:11]1[N:12]=[N:13][C:14]([CH3:17])=[CH:15][CH:16]=1.C(O[C:21](=[O:36])[C:22]([OH:35])=[CH:23][C:24]([C:26]1[CH:31]=[CH:30][C:29]([CH:32]([CH3:34])[CH3:33])=[CH:28][CH:27]=1)=[O:25])C. (2) Given the product [OH:21][C@@H:19]([CH2:20][CH2:1][CH:2]([CH3:4])[CH3:3])[CH2:18][O:17][S:14]([C:11]1[CH:12]=[CH:13][C:8]([CH3:7])=[CH:9][CH:10]=1)(=[O:16])=[O:15], predict the reactants needed to synthesize it. The reactants are: [CH2:1]([Mg]Br)[CH:2]([CH3:4])[CH3:3].[CH3:7][C:8]1[CH:13]=[CH:12][C:11]([S:14]([O:17][CH2:18][C@H:19]2[O:21][CH2:20]2)(=[O:16])=[O:15])=[CH:10][CH:9]=1.